This data is from Full USPTO retrosynthesis dataset with 1.9M reactions from patents (1976-2016). The task is: Predict the reactants needed to synthesize the given product. (1) Given the product [F:1][C:2]1[CH:3]=[CH:4][C:5]([N:8]2[C:16]3[C:11](=[CH:12][C:13]([C:17]([O:19][CH3:21])=[O:18])=[CH:14][CH:15]=3)[CH:10]=[N:9]2)=[CH:6][CH:7]=1, predict the reactants needed to synthesize it. The reactants are: [F:1][C:2]1[CH:7]=[CH:6][C:5]([N:8]2[C:16]3[C:11](=[CH:12][C:13]([C:17]([OH:19])=[O:18])=[CH:14][CH:15]=3)[CH:10]=[N:9]2)=[CH:4][CH:3]=1.Cl[CH2:21]Cl.C[Si](C=[N+]=[N-])(C)C. (2) Given the product [CH3:15][O:16][C:8](=[O:9])[C:7]([O:6][C:5]1[CH:13]=[CH:14][C:2]([Br:1])=[CH:3][CH:4]=1)([CH3:12])[CH3:11], predict the reactants needed to synthesize it. The reactants are: [Br:1][C:2]1[CH:14]=[CH:13][C:5]([O:6][C:7]([CH3:12])([CH3:11])[C:8](Cl)=[O:9])=[CH:4][CH:3]=1.[CH3:15][OH:16].CCN(CC)CC.